Dataset: Full USPTO retrosynthesis dataset with 1.9M reactions from patents (1976-2016). Task: Predict the reactants needed to synthesize the given product. (1) Given the product [CH:2]([C:3]1[CH:34]=[CH:33][C:6]2[N:7]=[C:8]([N:10]3[CH2:11][CH2:12][N:13]([C:16](=[O:32])[C@@H:17]([NH:24][C:25](=[O:31])[O:26][C:27]([CH3:28])([CH3:29])[CH3:30])[CH2:18][C:19]4[S:20][CH:21]=[CH:22][CH:23]=4)[CH2:14][CH2:15]3)[S:9][C:5]=2[CH:4]=1)=[O:1], predict the reactants needed to synthesize it. The reactants are: [OH:1][CH2:2][C:3]1[CH:34]=[CH:33][C:6]2[N:7]=[C:8]([N:10]3[CH2:15][CH2:14][N:13]([C:16](=[O:32])[C@@H:17]([NH:24][C:25](=[O:31])[O:26][C:27]([CH3:30])([CH3:29])[CH3:28])[CH2:18][C:19]4[S:20][CH:21]=[CH:22][CH:23]=4)[CH2:12][CH2:11]3)[S:9][C:5]=2[CH:4]=1.CC(OI1(OC(C)=O)(OC(C)=O)OC(=O)C2C=CC=CC1=2)=O. (2) Given the product [CH:36]1([C:33]2[N:32]=[CH:31][C:30]([C:26]3[CH:25]=[C:24]([C:22]4[CH2:21][C:20](=[O:39])[NH:19][C:9]5[CH:10]=[C:11]([C:15]([F:18])([F:17])[F:16])[C:12]([CH3:14])=[CH:13][C:8]=5[N:7]=4)[CH:29]=[CH:28][CH:27]=3)=[CH:35][CH:34]=2)[CH2:38][CH2:37]1, predict the reactants needed to synthesize it. The reactants are: C(OC(=O)[NH:7][C:8]1[CH:13]=[C:12]([CH3:14])[C:11]([C:15]([F:18])([F:17])[F:16])=[CH:10][C:9]=1[NH:19][C:20](=[O:39])[CH2:21][C:22]([C:24]1[CH:29]=[CH:28][CH:27]=[C:26]([C:30]2[CH:31]=[N:32][C:33]([CH:36]3[CH2:38][CH2:37]3)=[CH:34][CH:35]=2)[CH:25]=1)=O)(C)(C)C.C(O)(C(F)(F)F)=O. (3) Given the product [NH2:29][C:32]1[O:30][CH2:28][C:7]2([C@H:8]3[CH2:9][N:10]([C:18]([O:20][CH2:21][C:22]4[CH:23]=[CH:24][CH:25]=[CH:26][CH:27]=4)=[O:19])[CH2:11][CH2:12][C@@H:13]3[O:14][C:15]3[CH:16]=[CH:17][C:4]([Br:3])=[CH:5][C:6]2=3)[N:33]=1, predict the reactants needed to synthesize it. The reactants are: II.[Br:3][C:4]1[CH:17]=[CH:16][C:15]2[O:14][C@@H:13]3[C@H:8]([CH2:9][N:10]([C:18]([O:20][CH2:21][C:22]4[CH:27]=[CH:26][CH:25]=[CH:24][CH:23]=4)=[O:19])[CH2:11][CH2:12]3)[C:7](=[CH2:28])[C:6]=2[CH:5]=1.[NH4+:29].[OH-:30].C[C:32]#[N:33].C1COCC1. (4) Given the product [C:30]([OH:42])(=[O:41])[CH2:31][C:32]([CH2:37][C:38]([OH:40])=[O:39])([C:34]([OH:36])=[O:35])[OH:33].[C:1]1([C:24]2[CH:25]=[CH:26][CH:27]=[CH:28][CH:29]=2)[CH:2]=[CH:3][C:4]([CH2:7][O:8][C:9]2[CH:10]=[C:11]3[C:16](=[CH:17][CH:18]=2)[CH2:15][CH:14]([CH2:19][CH2:20][N:21]([CH3:23])[CH3:22])[CH2:13][CH2:12]3)=[CH:5][CH:6]=1, predict the reactants needed to synthesize it. The reactants are: [C:1]1([C:24]2[CH:29]=[CH:28][CH:27]=[CH:26][CH:25]=2)[CH:6]=[CH:5][C:4]([CH2:7][O:8][C:9]2[CH:10]=[C:11]3[C:16](=[CH:17][CH:18]=2)[CH2:15][CH:14]([CH2:19][CH2:20][N:21]([CH3:23])[CH3:22])[CH2:13][CH2:12]3)=[CH:3][CH:2]=1.[C:30]([OH:42])(=[O:41])[CH2:31][C:32]([CH2:37][C:38]([OH:40])=[O:39])([C:34]([OH:36])=[O:35])[OH:33]. (5) Given the product [OH:10][C:11]1[CH:12]=[C:13]([NH:14][C:2]2[N:7]=[C:6]([NH:14][C:13]3[CH:15]=[CH:16][C:17]([CH3:18])=[C:11]([OH:10])[CH:12]=3)[C:5]([F:9])=[CH:4][N:3]=2)[CH:15]=[CH:16][C:17]=1[CH3:18], predict the reactants needed to synthesize it. The reactants are: Cl[C:2]1[N:7]=[C:6](Cl)[C:5]([F:9])=[CH:4][N:3]=1.[OH:10][C:11]1[CH:12]=[C:13]([CH:15]=[CH:16][C:17]=1[CH3:18])[NH2:14]. (6) Given the product [C:15]([O:19][C:20](=[O:28])[NH:21][C:22]([CH3:27])([CH3:26])[CH2:23][CH2:24][NH:1][C:2]1[CH:7]=[CH:6][CH:5]=[CH:4][C:3]=1[C:8]1([OH:14])[CH2:13][CH2:12][CH2:11][CH2:10][CH2:9]1)([CH3:18])([CH3:17])[CH3:16], predict the reactants needed to synthesize it. The reactants are: [NH2:1][C:2]1[CH:7]=[CH:6][CH:5]=[CH:4][C:3]=1[C:8]1([OH:14])[CH2:13][CH2:12][CH2:11][CH2:10][CH2:9]1.[C:15]([O:19][C:20](=[O:28])[NH:21][C:22]([CH3:27])([CH3:26])[CH2:23][CH:24]=O)([CH3:18])([CH3:17])[CH3:16]. (7) Given the product [N:9]([CH2:2][CH2:3][CH2:4][CH2:5][CH2:6][CH2:7][OH:8])=[N+:10]=[N-:11], predict the reactants needed to synthesize it. The reactants are: Br[CH2:2][CH2:3][CH2:4][CH2:5][CH2:6][CH2:7][OH:8].[N-:9]=[N+:10]=[N-:11].[Na+]. (8) The reactants are: Cl[C:2]([C:6]([CH3:10])([CH3:9])[C:7]#[N:8])=[CH:3][C:4]#[N:5].[OH:11][NH:12]C(N)=O.[OH-].[Na+]. Given the product [NH2:5][C:4]1[CH:3]=[C:2]([C:6]([CH3:10])([CH3:9])[C:7]#[N:8])[O:11][N:12]=1, predict the reactants needed to synthesize it.